From a dataset of NCI-60 drug combinations with 297,098 pairs across 59 cell lines. Regression. Given two drug SMILES strings and cell line genomic features, predict the synergy score measuring deviation from expected non-interaction effect. (1) Drug 1: C1=CC(=C2C(=C1NCCNCCO)C(=O)C3=C(C=CC(=C3C2=O)O)O)NCCNCCO. Drug 2: C1CN(P(=O)(OC1)NCCCl)CCCl. Synergy scores: CSS=24.1, Synergy_ZIP=-3.89, Synergy_Bliss=0.804, Synergy_Loewe=-52.5, Synergy_HSA=1.47. Cell line: OVCAR-4. (2) Drug 1: CCCS(=O)(=O)NC1=C(C(=C(C=C1)F)C(=O)C2=CNC3=C2C=C(C=N3)C4=CC=C(C=C4)Cl)F. Drug 2: N.N.Cl[Pt+2]Cl. Cell line: NCI/ADR-RES. Synergy scores: CSS=-6.85, Synergy_ZIP=1.46, Synergy_Bliss=-2.98, Synergy_Loewe=-5.06, Synergy_HSA=-5.96. (3) Drug 1: CN(CCCl)CCCl.Cl. Drug 2: C1CN(CCN1C(=O)CCBr)C(=O)CCBr. Cell line: RXF 393. Synergy scores: CSS=10.4, Synergy_ZIP=-0.176, Synergy_Bliss=5.74, Synergy_Loewe=1.46, Synergy_HSA=2.97. (4) Drug 1: C1CCN(CC1)CCOC2=CC=C(C=C2)C(=O)C3=C(SC4=C3C=CC(=C4)O)C5=CC=C(C=C5)O. Drug 2: B(C(CC(C)C)NC(=O)C(CC1=CC=CC=C1)NC(=O)C2=NC=CN=C2)(O)O. Cell line: UO-31. Synergy scores: CSS=7.01, Synergy_ZIP=-3.61, Synergy_Bliss=-1.89, Synergy_Loewe=-1.64, Synergy_HSA=0.751. (5) Drug 1: C1=CN(C(=O)N=C1N)C2C(C(C(O2)CO)O)O.Cl. Drug 2: CCC(=C(C1=CC=CC=C1)C2=CC=C(C=C2)OCCN(C)C)C3=CC=CC=C3.C(C(=O)O)C(CC(=O)O)(C(=O)O)O. Cell line: MOLT-4. Synergy scores: CSS=55.1, Synergy_ZIP=-1.84, Synergy_Bliss=-3.78, Synergy_Loewe=-8.04, Synergy_HSA=-3.91.